This data is from Reaction yield outcomes from USPTO patents with 853,638 reactions. The task is: Predict the reaction yield, written as a fraction of the theoretical maximum amount of product (1.0 means a 100% yield; for example, 0.34 means a 34% yield). The catalyst is C(#N)C. The yield is 0.490. The reactants are Cl[C:2]1[C:6]2[CH:7]=[CH:8][CH:9]=[CH:10][C:5]=2[S:4](=[O:12])(=[O:11])[N:3]=1.Cl.Cl.[NH2:15][CH:16]([CH2:29][CH:30]1[CH2:35][CH2:34][CH2:33][CH2:32][CH2:31]1)[C:17]([NH:19][C:20]1([C:27]#[N:28])[CH2:25][CH2:24][N:23]([CH3:26])[CH2:22][CH2:21]1)=[O:18].C(N(CC)CC)C. The product is [C:27]([C:20]1([NH:19][C:17](=[O:18])[CH:16]([NH:15][C:2]2[C:6]3[CH:7]=[CH:8][CH:9]=[CH:10][C:5]=3[S:4](=[O:12])(=[O:11])[N:3]=2)[CH2:29][CH:30]2[CH2:31][CH2:32][CH2:33][CH2:34][CH2:35]2)[CH2:21][CH2:22][N:23]([CH3:26])[CH2:24][CH2:25]1)#[N:28].